This data is from Forward reaction prediction with 1.9M reactions from USPTO patents (1976-2016). The task is: Predict the product of the given reaction. (1) Given the reactants [I:1][C:2]1[CH:11]=[CH:10][C:5]([C:6]([O:8]C)=O)=[C:4]([CH3:12])[CH:3]=1.BrN1C(=O)CCC1=O.[NH2:21][CH2:22][CH2:23][CH2:24][OH:25], predict the reaction product. The product is: [OH:25][CH2:24][CH2:23][CH2:22][N:21]1[CH2:12][C:4]2[C:5](=[CH:10][CH:11]=[C:2]([I:1])[CH:3]=2)[C:6]1=[O:8]. (2) Given the reactants [CH3:1][C:2]([CH3:29])([CH2:6][O:7][C:8]1[CH:13]=[CH:12][C:11]([C:14]2[CH:19]=[CH:18][C:17]([C:20]3[NH:21][CH:22]=[C:23]([C:25]([F:28])([F:27])[F:26])[N:24]=3)=[CH:16][N:15]=2)=[CH:10][CH:9]=1)[C:3]([OH:5])=[O:4].[OH-].[K+:31], predict the reaction product. The product is: [CH3:1][C:2]([CH3:29])([CH2:6][O:7][C:8]1[CH:9]=[CH:10][C:11]([C:14]2[CH:19]=[CH:18][C:17]([C:20]3[NH:21][CH:22]=[C:23]([C:25]([F:28])([F:26])[F:27])[N:24]=3)=[CH:16][N:15]=2)=[CH:12][CH:13]=1)[C:3]([O-:5])=[O:4].[K+:31]. (3) Given the reactants CC([O-])(C)C.[Na+].Br[C:8]1[CH:9]=[C:10]([CH3:33])[C:11]([NH:14][C:15]2[N:16]=[CH:17][C:18]3[C:23]4[CH:24]=[CH:25][N:26]=[CH:27][C:22]=4[N:21]([CH:28]4[CH2:32][CH2:31][CH2:30][CH2:29]4)[C:19]=3[N:20]=2)=[N:12][CH:13]=1.[N:34]1([C:40]([O:42][C:43]([CH3:46])([CH3:45])[CH3:44])=[O:41])[CH2:39][CH2:38][NH:37][CH2:36][CH2:35]1.CC1(C)C2C(=C(P(C3C=CC=CC=3)C3C=CC=CC=3)C=CC=2)OC2C(P(C3C=CC=CC=3)C3C=CC=CC=3)=CC=CC1=2.[NH4+].[Cl-], predict the reaction product. The product is: [CH:28]1([N:21]2[C:19]3[N:20]=[C:15]([NH:14][C:11]4[N:12]=[CH:13][C:8]([N:37]5[CH2:36][CH2:35][N:34]([C:40]([O:42][C:43]([CH3:46])([CH3:45])[CH3:44])=[O:41])[CH2:39][CH2:38]5)=[CH:9][C:10]=4[CH3:33])[N:16]=[CH:17][C:18]=3[C:23]3[CH:24]=[CH:25][N:26]=[CH:27][C:22]2=3)[CH2:32][CH2:31][CH2:30][CH2:29]1. (4) Given the reactants C(P(C(C)(C)C)C(C)(C)C)(C)(C)C.CCCCCC.C(=O)([O-])[O-].[Cs+].[Cs+].Br[C:27]1[CH:28]=[CH:29][C:30]2[S:34][CH:33]=[CH:32][C:31]=2[CH:35]=1.[C:36]([O:44][CH2:45][CH3:46])(=[O:43])[CH2:37][C:38]([O:40][CH2:41][CH3:42])=[O:39].Cl, predict the reaction product. The product is: [S:34]1[C:30]2[CH:29]=[CH:28][C:27]([CH:37]([C:38]([O:40][CH2:41][CH3:42])=[O:39])[C:36]([O:44][CH2:45][CH3:46])=[O:43])=[CH:35][C:31]=2[CH:32]=[CH:33]1. (5) Given the reactants C(O[C:6](=[O:28])[NH:7][C@@H:8]([CH2:21][C:22]1[CH:27]=[CH:26][CH:25]=[CH:24][CH:23]=1)[CH:9]([OH:20])[C:10](=[O:19])[NH:11][CH2:12][C:13]1[CH:18]=[CH:17][CH:16]=[CH:15][N:14]=1)(C)(C)C.FC(F)(F)C(O)=O.C(N(CC)C(C)C)(C)C.[CH2:45]([O:52][C:53]([NH:55][C@@H:56]([CH3:74])[C:57]([NH:59][C@@H:60]([CH2:64][C:65]1[C:73]2[C:68](=[CH:69][CH:70]=[CH:71][CH:72]=2)[NH:67][CH:66]=1)C(O)=O)=[O:58])=[O:54])[C:46]1[CH:51]=[CH:50][CH:49]=[CH:48][CH:47]=1.CN(C(ON1N=NC2C=CC=NC1=2)=[N+](C)C)C.F[P-](F)(F)(F)(F)F, predict the reaction product. The product is: [CH2:45]([O:52][C:53](=[O:54])[NH:55][C@H:56]([C:57](=[O:58])[NH:59][C@H:60]([C:6](=[O:28])[NH:7][C@@H:8]([CH2:21][C:22]1[CH:23]=[CH:24][CH:25]=[CH:26][CH:27]=1)[CH:9]([OH:20])[C:10](=[O:19])[NH:11][CH2:12][C:13]1[CH:18]=[CH:17][CH:16]=[CH:15][N:14]=1)[CH2:64][C:65]1[C:73]2[C:68](=[CH:69][CH:70]=[CH:71][CH:72]=2)[NH:67][CH:66]=1)[CH3:74])[C:46]1[CH:47]=[CH:48][CH:49]=[CH:50][CH:51]=1. (6) Given the reactants [Br:1][C:2]([CH3:16])([CH3:15])[C:3]([O:5][C:6]1[CH:7]=[C:8]([CH:12]=[CH:13][CH:14]=1)[C:9](O)=[O:10])=[O:4].S(Cl)([Cl:19])=O, predict the reaction product. The product is: [Br:1][C:2]([CH3:16])([CH3:15])[C:3]([O:5][C:6]1[CH:7]=[C:8]([CH:12]=[CH:13][CH:14]=1)[C:9]([Cl:19])=[O:10])=[O:4]. (7) Given the reactants [F:1][C@H:2]1[CH2:19][C@@:17]2([CH3:18])[C@@H:13]([CH2:14][CH2:15][CH:16]2[OH:20])[C@H:12]2[C@H:3]1[C@@H:4]1[C:9]([CH2:10][CH2:11]2)=[CH:8][C:7](=[O:21])[CH2:6][CH2:5]1.O, predict the reaction product. The product is: [F:1][C@H:2]1[CH2:19][C@@:17]2([CH3:18])[C@@H:13]([CH2:14][CH2:15][C:16]2=[O:20])[C@H:12]2[C@H:3]1[C:4]1[CH:5]=[CH:6][C:7]([OH:21])=[CH:8][C:9]=1[CH2:10][CH2:11]2.